This data is from Reaction yield outcomes from USPTO patents with 853,638 reactions. The task is: Predict the reaction yield, written as a fraction of the theoretical maximum amount of product (1.0 means a 100% yield; for example, 0.34 means a 34% yield). The reactants are [C:1]([NH2:9])(=[O:8])[C:2]1[CH:7]=[CH:6][CH:5]=[CH:4][CH:3]=1.O.[C:11]([OH:15])(=[O:14])[CH:12]=[O:13]. The catalyst is CC(C)=O. The product is [C:1]([NH:9][CH:12]([OH:13])[C:11]([OH:15])=[O:14])(=[O:8])[C:2]1[CH:7]=[CH:6][CH:5]=[CH:4][CH:3]=1. The yield is 1.00.